Dataset: Forward reaction prediction with 1.9M reactions from USPTO patents (1976-2016). Task: Predict the product of the given reaction. (1) The product is: [CH3:1][O:2][C:3]1[N:4]=[C:5]2[C:10](=[CH:11][CH:12]=1)[N:9]=[CH:8][CH:7]=[C:6]2[C:26](=[CH2:31])[C:27]([O:29][CH3:30])=[O:28]. Given the reactants [CH3:1][O:2][C:3]1[N:4]=[C:5]2[C:10](=[CH:11][CH:12]=1)[N:9]=[CH:8][CH:7]=[C:6]2OS(C(F)(F)F)(=O)=O.C([Sn](CCCC)(CCCC)[C:26](=[CH2:31])[C:27]([O:29][CH3:30])=[O:28])CCC.[SnH4].[Li+].[Cl-], predict the reaction product. (2) Given the reactants Br[C:2]1[C:10]2[O:9][CH2:8][CH:7]([NH:11][C:12]3[CH:25]=[CH:24][C:15]4[C@H:16]([CH2:19][C:20]([O:22][CH3:23])=[O:21])[CH2:17][O:18][C:14]=4[CH:13]=3)[C:6]=2[CH:5]=[CH:4][CH:3]=1.[NH2:26][C:27]1[CH:36]=[CH:35][CH:34]=[CH:33][C:28]=1[NH:29][C:30](=O)[CH3:31].C(=O)([O-])[O-].[Cs+].[Cs+].C1(P(C2C=CC=CC=2)C2C3OC4C(=CC=CC=4P(C4C=CC=CC=4)C4C=CC=CC=4)C(C)(C)C=3C=CC=2)C=CC=CC=1, predict the reaction product. The product is: [CH3:31][C:30]1[N:29]([C:2]2[C:10]3[O:9][CH2:8][CH:7]([NH:11][C:12]4[CH:25]=[CH:24][C:15]5[C@H:16]([CH2:19][C:20]([O:22][CH3:23])=[O:21])[CH2:17][O:18][C:14]=5[CH:13]=4)[C:6]=3[CH:5]=[CH:4][CH:3]=2)[C:28]2[CH:33]=[CH:34][CH:35]=[CH:36][C:27]=2[N:26]=1. (3) Given the reactants [C:1]([NH:11][C@@H:12]([CH2:30][C:31]1[CH:36]=[CH:35][CH:34]=[CH:33][CH:32]=1)[C@H:13]([OH:29])[CH2:14][N:15]([CH2:22][C:23]1[CH:28]=[CH:27][CH:26]=[CH:25][CH:24]=1)[C:16](=[O:21])[CH2:17][C:18](=[O:20])[CH3:19])([O:3][CH2:4][C:5]1[CH:10]=[CH:9][CH:8]=[CH:7][CH:6]=1)=[O:2].S([N:47]=[N+:48]=[N-])(C1C=CC(C)=CC=1)(=O)=O.C1CCN2C(=NCCC2)CC1.ClCCl, predict the reaction product. The product is: [C:1]([NH:11][C@@H:12]([CH2:30][C:31]1[CH:32]=[CH:33][CH:34]=[CH:35][CH:36]=1)[C@H:13]([OH:29])[CH2:14][N:15]([CH2:22][C:23]1[CH:28]=[CH:27][CH:26]=[CH:25][CH:24]=1)[C:16](=[O:21])[C:17](=[N+:47]=[N-:48])[C:18](=[O:20])[CH3:19])([O:3][CH2:4][C:5]1[CH:6]=[CH:7][CH:8]=[CH:9][CH:10]=1)=[O:2]. (4) Given the reactants [CH2:1]([C:5]1[C:10]([CH2:11]Cl)=[CH:9][N:8]=[C:7]([C:13]2[CH:18]=[CH:17][C:16]([C:19]([F:22])([F:21])[F:20])=[CH:15][CH:14]=2)[N:6]=1)[CH2:2][CH2:3][CH3:4].[CH2:23]([O:25][C:26](=[O:39])[C:27]([O:30][C:31]1[CH:36]=[CH:35][C:34]([OH:37])=[CH:33][C:32]=1[CH3:38])([CH3:29])[CH3:28])[CH3:24].[H-].[Na+], predict the reaction product. The product is: [CH2:23]([O:25][C:26](=[O:39])[C:27]([O:30][C:31]1[CH:36]=[CH:35][C:34]([O:37][CH2:11][C:10]2[C:5]([CH2:1][CH2:2][CH2:3][CH3:4])=[N:6][C:7]([C:13]3[CH:18]=[CH:17][C:16]([C:19]([F:22])([F:21])[F:20])=[CH:15][CH:14]=3)=[N:8][CH:9]=2)=[CH:33][C:32]=1[CH3:38])([CH3:28])[CH3:29])[CH3:24]. (5) Given the reactants [Cl:1]C1C=CC(C(NCC2CCCC2)=O)=CN=1.Cl[C:18]1[CH:33]=[C:32]([CH:34]2[CH2:36][CH2:35]2)[C:21]([C:22]([NH:24][CH2:25][CH:26]2[CH2:31][CH2:30]O[CH2:28][CH2:27]2)=[O:23])=[CH:20][N:19]=1, predict the reaction product. The product is: [Cl:1][C:20]1[N:19]=[CH:18][CH:33]=[C:32]([CH:34]2[CH2:36][CH2:35]2)[C:21]=1[C:22]([NH:24][CH2:25][CH:26]1[CH2:31][CH2:30][CH2:28][CH2:27]1)=[O:23]. (6) Given the reactants [C:1]([C:3]1[C:20]([F:21])=[CH:19][C:6]([O:7][CH2:8][C@@H:9]([NH:11][C:12](=[O:18])[O:13][C:14]([CH3:17])([CH3:16])[CH3:15])[CH3:10])=[CH:5][C:4]=1[F:22])#[CH:2].Br[C:24]1[CH:29]=[CH:28][C:27]([O:30][CH2:31][CH:32]2[CH2:34][CH2:33]2)=[CH:26][N:25]=1.C(N(CC)CC)C, predict the reaction product. The product is: [CH:32]1([CH2:31][O:30][C:27]2[CH:28]=[CH:29][C:24]([C:2]#[C:1][C:3]3[C:4]([F:22])=[CH:5][C:6]([O:7][CH2:8][C@@H:9]([NH:11][C:12](=[O:18])[O:13][C:14]([CH3:16])([CH3:17])[CH3:15])[CH3:10])=[CH:19][C:20]=3[F:21])=[N:25][CH:26]=2)[CH2:33][CH2:34]1.